The task is: Predict the product of the given reaction.. This data is from Forward reaction prediction with 1.9M reactions from USPTO patents (1976-2016). (1) Given the reactants Br[C:2]1[CH:7]=[CH:6][CH:5]=[CH:4][C:3]=1[CH2:8][C:9]([OH:11])=[O:10].[CH2:12]([C:14]1[CH:20]=[CH:19][CH:18]=[C:17]([CH2:21][CH3:22])[C:15]=1[NH2:16])[CH3:13], predict the reaction product. The product is: [CH2:12]([C:14]1[CH:20]=[CH:19][CH:18]=[C:17]([CH2:21][CH3:22])[C:15]=1[NH:16][C:2]1[CH:7]=[CH:6][CH:5]=[CH:4][C:3]=1[CH2:8][C:9]([OH:11])=[O:10])[CH3:13]. (2) Given the reactants [Br:1][C:2]1[CH:7]=[CH:6][CH:5]=[CH:4][C:3]=1[S:8](Cl)(=[O:10])=[O:9].[CH3:12][CH:13]1[CH2:18][NH:17][CH2:16][CH:15]([CH3:19])[NH:14]1.C(N(C(C)C)CC)(C)C, predict the reaction product. The product is: [Br:1][C:2]1[CH:7]=[CH:6][CH:5]=[CH:4][C:3]=1[S:8]([N:17]1[CH2:16][CH:15]([CH3:19])[NH:14][CH:13]([CH3:12])[CH2:18]1)(=[O:10])=[O:9]. (3) Given the reactants [CH:1]([C:4]1[CH:13]=[C:12]2[C:7]([C:8](=[O:20])[N:9]([NH:15][S:16]([CH3:19])(=[O:18])=[O:17])[C:10](=[O:14])[NH:11]2)=[CH:6][C:5]=1[C:21]1[N:22]([CH3:26])[N:23]=[CH:24][CH:25]=1)([CH3:3])[CH3:2].Cl[C:28]([O:30][CH2:31][CH2:32][CH3:33])=[O:29], predict the reaction product. The product is: [CH2:31]([O:30][C:28]([N:11]1[C:12]2[C:7](=[CH:6][C:5]([C:21]3[N:22]([CH3:26])[N:23]=[CH:24][CH:25]=3)=[C:4]([CH:1]([CH3:3])[CH3:2])[CH:13]=2)[C:8](=[O:20])[N:9]([N:15]([S:16]([CH3:19])(=[O:17])=[O:18])[C:28]([O:30][CH2:31][CH2:32][CH3:33])=[O:29])[C:10]1=[O:14])=[O:29])[CH2:32][CH3:33]. (4) The product is: [C:1]([C:3]1[C:7]2[CH:8]=[C:9]([O:12][CH3:13])[CH:10]=[CH:11][C:6]=2[O:5][C:4]=1[CH:14]([NH:21][C:22]1[CH:30]=[CH:29][C:25]([C:66]([N:65]([CH3:68])[CH2:64][CH2:34][C:35]([O:37][CH2:38][CH3:39])=[O:36])=[O:67])=[CH:24][CH:23]=1)[CH:15]1[CH2:20][CH2:19][CH2:18][CH2:17][CH2:16]1)#[N:2]. Given the reactants [C:1]([C:3]1[C:7]2[CH:8]=[C:9]([O:12][CH3:13])[CH:10]=[CH:11][C:6]=2[O:5][C:4]=1[CH:14]([NH:21][C:22]1[CH:30]=[CH:29][C:25](C(O)=O)=[CH:24][CH:23]=1)[CH:15]1[CH2:20][CH2:19][CH2:18][CH2:17][CH2:16]1)#[N:2].CNC[CH2:34][C:35]([O:37][CH2:38][CH3:39])=[O:36].O.ON1C2C=CC=CC=2N=N1.Cl.C(N=C=NCCCN(C)C)C.Cl.[CH3:64][N:65]([CH3:68])[CH:66]=[O:67], predict the reaction product. (5) Given the reactants [F:1][C:2]1[CH:7]=[CH:6][CH:5]=[C:4]([C:8]([F:11])([F:10])[F:9])[C:3]=1[C:12]1[CH:17]=[C:16]([C:18]2[CH:23]=[CH:22][C:21]([CH3:24])=[CH:20][N:19]=2)[CH:15]=[C:14]([C:25]([O:27]C)=[O:26])[CH:13]=1.O1CCCC1.[OH-].[Li+], predict the reaction product. The product is: [F:1][C:2]1[CH:7]=[CH:6][CH:5]=[C:4]([C:8]([F:9])([F:11])[F:10])[C:3]=1[C:12]1[CH:17]=[C:16]([C:18]2[CH:23]=[CH:22][C:21]([CH3:24])=[CH:20][N:19]=2)[CH:15]=[C:14]([C:25]([OH:27])=[O:26])[CH:13]=1. (6) Given the reactants [F:1][C:2]([F:13])([F:12])[C:3]1[CH:4]=[C:5]([CH:9]([NH2:11])[CH3:10])[CH:6]=[CH:7][CH:8]=1.[C:14]1(=[O:20])[O:19][C:17](=[O:18])[CH2:16][CH2:15]1.CC(=O)OCC.CO, predict the reaction product. The product is: [O:20]=[C:14]([NH:11][CH:9]([C:5]1[CH:6]=[CH:7][CH:8]=[C:3]([C:2]([F:12])([F:13])[F:1])[CH:4]=1)[CH3:10])[CH2:15][CH2:16][C:17]([OH:19])=[O:18]. (7) Given the reactants Cl[C:2]1[N:11]=[C:10]([N:12]2[CH2:17][CH2:16][O:15][CH2:14][CH2:13]2)[C:9]2[C:4](=[CH:5][C:6]([C:19]3[CH:20]=[N:21][CH:22]=[CH:23][CH:24]=3)=[C:7]([F:18])[CH:8]=2)[N:3]=1.[CH3:25][N:26]1[CH2:31][CH2:30][N:29]([C:32]([C:34]2[CH:39]=[CH:38][C:37]([NH:40][C:41]([NH:43][C:44]3[CH:49]=[CH:48][C:47](B4OC(C)(C)C(C)(C)O4)=[CH:46][CH:45]=3)=[O:42])=[CH:36][CH:35]=2)=[O:33])[CH2:28][CH2:27]1.C(=O)([O-])[O-].[Cs+].[Cs+].CN(C=O)C, predict the reaction product. The product is: [F:18][C:7]1[CH:8]=[C:9]2[C:4](=[CH:5][C:6]=1[C:19]1[CH:20]=[N:21][CH:22]=[CH:23][CH:24]=1)[N:3]=[C:2]([C:47]1[CH:48]=[CH:49][C:44]([NH:43][C:41]([NH:40][C:37]3[CH:38]=[CH:39][C:34]([C:32]([N:29]4[CH2:28][CH2:27][N:26]([CH3:25])[CH2:31][CH2:30]4)=[O:33])=[CH:35][CH:36]=3)=[O:42])=[CH:45][CH:46]=1)[N:11]=[C:10]2[N:12]1[CH2:17][CH2:16][O:15][CH2:14][CH2:13]1. (8) Given the reactants [F:1][C:2]1[CH:3]=[C:4]2[C:9](=[CH:10][C:11]=1[F:12])[NH:8][C:7]1[N:13]([C:17]3[CH:22]=[CH:21][CH:20]=[CH:19][N:18]=3)[N:14]=[C:15]([CH3:16])[C:6]=1[C:5]2=[O:23].I[CH2:25][CH2:26][CH3:27], predict the reaction product. The product is: [F:1][C:2]1[CH:3]=[C:4]2[C:9](=[CH:10][C:11]=1[F:12])[N:8]=[C:7]1[N:13]([C:17]3[CH:22]=[CH:21][CH:20]=[CH:19][N:18]=3)[N:14]=[C:15]([CH3:16])[C:6]1=[C:5]2[O:23][CH2:25][CH2:26][CH3:27].